Predict the reaction yield, written as a fraction of the theoretical maximum amount of product (1.0 means a 100% yield; for example, 0.34 means a 34% yield). From a dataset of Reaction yield outcomes from USPTO patents with 853,638 reactions. (1) The reactants are [Br:1][C:2]1[CH:11]=[CH:10][C:5]([CH2:6][N:7]=[C:8]=[O:9])=[CH:4][CH:3]=1.[CH2:12]([N:14](CC)[CH2:15][CH3:16])[CH3:13].N1CCCC1. The catalyst is C(#N)C. The product is [Br:1][C:2]1[CH:3]=[CH:4][C:5]([CH2:6][NH:7][C:8]([N:14]2[CH2:15][CH2:16][CH2:13][CH2:12]2)=[O:9])=[CH:10][CH:11]=1. The yield is 0.990. (2) The reactants are [CH3:1][C:2]1([CH3:35])[C:11]2[CH:10]=[C:9]([C:12]([C:14]3[CH:15]=[C:16]4[C:21](=[CH:22][CH:23]=3)[CH:20]=[C:19]([C:24]([O:26]C)=[O:25])[CH:18]=[CH:17]4)=[O:13])[CH:8]=[CH:7][C:6]=2[C:5]([C:28]2[CH:33]=[CH:32][C:31]([CH3:34])=[CH:30][CH:29]=2)=[CH:4][CH2:3]1.O.[OH-].[Li+]. No catalyst specified. The product is [CH3:1][C:2]1([CH3:35])[C:11]2[CH:10]=[C:9]([C:12]([C:14]3[CH:15]=[C:16]4[C:21](=[CH:22][CH:23]=3)[CH:20]=[C:19]([C:24]([OH:26])=[O:25])[CH:18]=[CH:17]4)=[O:13])[CH:8]=[CH:7][C:6]=2[C:5]([C:28]2[CH:29]=[CH:30][C:31]([CH3:34])=[CH:32][CH:33]=2)=[CH:4][CH2:3]1. The yield is 0.980. (3) The reactants are [Br:1][C:2]1[CH:3]=[C:4]([CH2:13][C@@H:14]([CH2:18][C:19]([OH:21])=[O:20])[C:15]([OH:17])=[O:16])[C:5]([CH2:11]O)=[C:6]2[C:10]=1[NH:9][N:8]=[CH:7]2.O.C1(C)C=CC(S(O)(=O)=O)=CC=1. The catalyst is C1(C)C=CC=CC=1. The product is [Br:1][C:2]1[C:10]2[NH:9][N:8]=[CH:7][C:6]=2[C:5]2[CH2:11][O:16][C:15](=[O:17])[C@H:14]([CH2:18][C:19]([OH:21])=[O:20])[CH2:13][C:4]=2[CH:3]=1. The yield is 0.990. (4) The reactants are [CH3:1][O:2][C:3]1[CH:4]=[C:5]2[C:10](=[CH:11][C:12]=1[O:13][CH3:14])[N:9]=[CH:8][CH:7]=[C:6]2[O:15][C:16]1[C:22]([CH3:23])=[CH:21][C:19]([NH2:20])=[C:18]([CH3:24])[CH:17]=1.Cl[C:26](Cl)([O:28][C:29](=[O:35])OC(Cl)(Cl)Cl)Cl.[CH:37]1(O)[CH2:42][CH2:41]C[CH2:39][CH2:38]1.C(=O)(O)[O-].[Na+]. The catalyst is C(Cl)Cl.C(N(CC)CC)C.C1(C)C=CC=CC=1. The product is [CH3:1][O:2][C:3]1[CH:4]=[C:5]2[C:10](=[CH:11][C:12]=1[O:13][CH3:14])[N:9]=[CH:8][CH:7]=[C:6]2[O:15][C:16]1[C:22]([CH3:23])=[CH:21][C:19]([NH:20][C:29](=[O:35])[O:28][CH:26]2[CH2:41][CH2:42][CH2:37][CH2:38][CH2:39]2)=[C:18]([CH3:24])[CH:17]=1. The yield is 0.530. (5) The reactants are [N+]([O-])([O-])=[O:2].[NH4+].[Ce].[F:7][C:8]1[CH:13]=[CH:12][CH:11]=[C:10]([F:14])[C:9]=1[C:15]1[S:16][C:17]2[C:18](=[C:20](N)[C:21]([O:26][CH3:27])=[CH:22][C:23]=2[O:24]C)[N:19]=1. The catalyst is O.C(OCC)(=O)C. The product is [F:7][C:8]1[CH:13]=[CH:12][CH:11]=[C:10]([F:14])[C:9]=1[C:15]1[S:16][C:17]2[C:23](=[O:24])[CH:22]=[C:21]([O:26][CH3:27])[C:20](=[O:2])[C:18]=2[N:19]=1. The yield is 0.860. (6) The product is [Cl:1][C:2]1[CH:3]=[C:4]([C@@H:8]2[N:14]([C:15]([N:17]3[CH2:18][CH2:19][O:20][CH2:21][CH2:22]3)=[O:16])[CH2:13][C:12]3[CH:23]=[CH:24][C:25]([C:27]([NH:31][OH:32])=[O:28])=[CH:26][C:11]=3[O:10][CH2:9]2)[CH:5]=[CH:6][CH:7]=1. The reactants are [Cl:1][C:2]1[CH:3]=[C:4]([C@@H:8]2[N:14]([C:15]([N:17]3[CH2:22][CH2:21][O:20][CH2:19][CH2:18]3)=[O:16])[CH2:13][C:12]3[CH:23]=[CH:24][C:25]([C:27](OC)=[O:28])=[CH:26][C:11]=3[O:10][CH2:9]2)[CH:5]=[CH:6][CH:7]=1.[NH2:31][OH:32].[OH-].[Na+]. The catalyst is C1COCC1.CO. The yield is 0.290. (7) The reactants are [CH3:1][C:2]1[C:3]([C:11]2[S:15][C:14]([C:16]([OH:18])=O)=[CH:13][CH:12]=2)=[N:4][O:5][C:6]=1[C:7]([F:10])([F:9])[F:8].Cl.[OH:20][C@@H:21]1[CH2:26][CH2:25][CH2:24][NH:23][CH2:22]1.C1COCC1.N1CCCCC1. The catalyst is C(N(CC)CC)C. The product is [OH:20][C@@H:21]1[CH2:26][CH2:25][CH2:24][N:23]([C:16]([C:14]2[S:15][C:11]([C:3]3[C:2]([CH3:1])=[C:6]([C:7]([F:8])([F:9])[F:10])[O:5][N:4]=3)=[CH:12][CH:13]=2)=[O:18])[CH2:22]1. The yield is 0.450. (8) The reactants are Br[C:2]1[CH:7]=[CH:6][C:5]([N:8]([CH2:11][CH3:12])[CH2:9][CH3:10])=[C:4]([CH2:13][CH3:14])[CH:3]=1.C([Li])CCC.[B:20](OC(C)C)([O:25]C(C)C)[O:21]C(C)C. No catalyst specified. The product is [CH2:9]([N:8]([CH2:11][CH3:12])[C:5]1[CH:6]=[CH:7][C:2]([B:20]([OH:25])[OH:21])=[CH:3][C:4]=1[CH2:13][CH3:14])[CH3:10]. The yield is 0.350. (9) The reactants are [S:1]1[C:5]2[CH:6]=[CH:7][C:8]([NH:10][C:11]3[C:20]4[C:15](=[CH:16][C:17]([OH:28])=[C:18]([S:21]([C:24]([CH3:27])([CH3:26])[CH3:25])(=[O:23])=[O:22])[CH:19]=4)[N:14]=[CH:13][N:12]=3)=[CH:9][C:4]=2[N:3]=[CH:2]1.C(=O)([O-])[O-].[K+].[K+].Br[CH:36]([CH3:41])[C:37]([O:39][CH3:40])=[O:38].O. The catalyst is CN(C)C=O. The product is [S:1]1[C:5]2[CH:6]=[CH:7][C:8]([NH:10][C:11]3[C:20]4[C:15](=[CH:16][C:17]([O:28][CH:36]([CH3:41])[C:37]([O:39][CH3:40])=[O:38])=[C:18]([S:21]([C:24]([CH3:25])([CH3:27])[CH3:26])(=[O:22])=[O:23])[CH:19]=4)[N:14]=[CH:13][N:12]=3)=[CH:9][C:4]=2[N:3]=[CH:2]1. The yield is 0.580.